Predict which catalyst facilitates the given reaction. From a dataset of Catalyst prediction with 721,799 reactions and 888 catalyst types from USPTO. (1) Reactant: [Br:1][C:2]1[CH:3]=[C:4]([C:14]([O:16]C)=[O:15])[C:5]2[CH:6]=[CH:7][N:8]([CH:11]([CH3:13])[CH3:12])[C:9]=2[CH:10]=1.[OH-].[Na+].Cl. Product: [Br:1][C:2]1[CH:3]=[C:4]([C:14]([OH:16])=[O:15])[C:5]2[CH:6]=[CH:7][N:8]([CH:11]([CH3:13])[CH3:12])[C:9]=2[CH:10]=1. The catalyst class is: 364. (2) Reactant: [C:1]([C:3]1[CH:23]=[CH:22][C:6]([CH2:7][N:8]2[C:16]3[C:11](=[CH:12][CH:13]=[CH:14][C:15]=3[F:17])[C:10]([C:18]([O:20]C)=[O:19])=[N:9]2)=[CH:5][CH:4]=1)#[N:2].[OH-].[Na+]. Product: [C:1]([C:3]1[CH:4]=[CH:5][C:6]([CH2:7][N:8]2[C:16]3[C:11](=[CH:12][CH:13]=[CH:14][C:15]=3[F:17])[C:10]([C:18]([OH:20])=[O:19])=[N:9]2)=[CH:22][CH:23]=1)#[N:2]. The catalyst class is: 20. (3) Reactant: [C:1]([CH2:3][C@H:4]([N:6]1[CH2:11][CH2:10][CH:9]([N:12]([C:22]2[CH:27]=[CH:26][CH:25]=[CH:24][CH:23]=2)[C:13](=[O:21])[C:14]2[C:19]([CH3:20])=[CH:18][CH:17]=[N:16][CH:15]=2)[CH2:8][CH2:7]1)[CH3:5])#[N:2].B.C1C[O:32]CC1. Product: [CH3:13][OH:21].[NH4+:2].[OH-:32].[NH2:2][CH2:1][CH2:3][C@H:4]([N:6]1[CH2:7][CH2:8][CH:9]([N:12]([CH2:13][C:14]2[CH:15]=[N:16][CH:17]=[CH:18][C:19]=2[CH3:20])[C:22]2[CH:27]=[CH:26][CH:25]=[CH:24][CH:23]=2)[CH2:10][CH2:11]1)[CH3:5]. The catalyst class is: 1. (4) Reactant: O=C1C2C(=CC=CC=2)C(=O)[N:3]1[CH2:12][C:13]1[C:14]([CH2:31][CH2:32][CH2:33][CH2:34][C:35]([O:37][CH2:38][CH3:39])=[O:36])=[C:15]([C:24]2[CH:25]=[N:26][CH:27]=[C:28]([CH3:30])[CH:29]=2)[C:16]2[N:17]([C:19]([CH2:22][CH3:23])=[CH:20][CH:21]=2)[N:18]=1.O.NN. Product: [NH2:3][CH2:12][C:13]1[C:14]([CH2:31][CH2:32][CH2:33][CH2:34][C:35]([O:37][CH2:38][CH3:39])=[O:36])=[C:15]([C:24]2[CH:25]=[N:26][CH:27]=[C:28]([CH3:30])[CH:29]=2)[C:16]2[N:17]([C:19]([CH2:22][CH3:23])=[CH:20][CH:21]=2)[N:18]=1. The catalyst class is: 8. (5) Reactant: [F:1][C:2]1[C:3](=[O:9])[NH:4][C:5](=[O:8])[NH:6][CH:7]=1.N12CCCN=C1CCCCC2.Br[CH2:22][CH:23]([CH3:25])[CH3:24]. Product: [F:1][C:2]1[C:3](=[O:9])[NH:4][C:5](=[O:8])[N:6]([CH2:22][CH:23]([CH3:25])[CH3:24])[CH:7]=1. The catalyst class is: 23.